Dataset: Reaction yield outcomes from USPTO patents with 853,638 reactions. Task: Predict the reaction yield, written as a fraction of the theoretical maximum amount of product (1.0 means a 100% yield; for example, 0.34 means a 34% yield). (1) The reactants are [Cl:1][C:2]1[CH:3]=[C:4]([CH:6]=[CH:7][C:8]=1[C:9]1[O:13][N:12]=[C:11]([C:14]2[CH:19]=[CH:18][C:17]([O:20][CH:21]([CH3:23])[CH3:22])=[C:16]([Cl:24])[CH:15]=2)[N:10]=1)[NH2:5].O=[C:26]1[CH2:29][CH:28]([C:30]([OH:32])=[O:31])[CH2:27]1.C(O)(=O)C.C([BH3-])#N.[Na+]. The catalyst is CO. The product is [Cl:1][C:2]1[CH:3]=[C:4]([NH:5][CH:26]2[CH2:29][CH:28]([C:30]([OH:32])=[O:31])[CH2:27]2)[CH:6]=[CH:7][C:8]=1[C:9]1[O:13][N:12]=[C:11]([C:14]2[CH:19]=[CH:18][C:17]([O:20][CH:21]([CH3:22])[CH3:23])=[C:16]([Cl:24])[CH:15]=2)[N:10]=1. The yield is 0.532. (2) The reactants are Br[C:2]1[CH:22]=[CH:21][C:5]([O:6][CH2:7][C@H:8]2[CH2:13][CH2:12][C@H:11]([O:14][CH:15]3[CH2:20][CH2:19][CH2:18][CH2:17][O:16]3)[CH2:10][CH2:9]2)=[CH:4][C:3]=1[F:23].[B:24]1([B:24]2[O:28][C:27]([CH3:30])([CH3:29])[C:26]([CH3:32])([CH3:31])[O:25]2)[O:28][C:27]([CH3:30])([CH3:29])[C:26]([CH3:32])([CH3:31])[O:25]1.CC1(C)C(C)(C)OB(C2C=CC(OC[C@@H]3CC[C@H](OC4CCCCO4)CC3)=CC=2)O1. No catalyst specified. The product is [F:23][C:3]1[CH:4]=[C:5]([CH:21]=[CH:22][C:2]=1[B:24]1[O:28][C:27]([CH3:30])([CH3:29])[C:26]([CH3:32])([CH3:31])[O:25]1)[O:6][CH2:7][C@H:8]1[CH2:13][CH2:12][C@H:11]([O:14][CH:15]2[CH2:20][CH2:19][CH2:18][CH2:17][O:16]2)[CH2:10][CH2:9]1. The yield is 0.371.